This data is from Forward reaction prediction with 1.9M reactions from USPTO patents (1976-2016). The task is: Predict the product of the given reaction. The product is: [CH:30]1([CH2:33][O:34][CH2:35][C:36]([N:14]([CH:13]2[CH:9]([C:4]3[CH:5]=[CH:6][C:7]([Cl:8])=[C:2]([Cl:1])[CH:3]=3)[CH2:10][N:11]([C:16]([CH:18]3[CH2:19][CH2:20][N:21]([C:24]([C:26]4([CH3:29])[CH2:28][CH2:27]4)=[O:25])[CH2:22][CH2:23]3)=[O:17])[CH2:12]2)[CH3:15])=[O:38])[CH2:31][CH2:32]1. Given the reactants [Cl:1][C:2]1[CH:3]=[C:4]([CH:9]2[CH:13]([NH:14][CH3:15])[CH2:12][N:11]([C:16]([CH:18]3[CH2:23][CH2:22][N:21]([C:24]([C:26]4([CH3:29])[CH2:28][CH2:27]4)=[O:25])[CH2:20][CH2:19]3)=[O:17])[CH2:10]2)[CH:5]=[CH:6][C:7]=1[Cl:8].[CH:30]1([CH2:33][O:34][CH2:35][C:36]([OH:38])=O)[CH2:32][CH2:31]1, predict the reaction product.